From a dataset of Catalyst prediction with 721,799 reactions and 888 catalyst types from USPTO. Predict which catalyst facilitates the given reaction. Reactant: [F:1][C:2]1[CH:3]=[C:4]([CH:9]=[C:10]([F:12])[CH:11]=1)[C:5](=O)[CH2:6][Br:7].Cl.[NH2:14][OH:15].O. Product: [Br:7][CH2:6][C:5]([C:4]1[CH:3]=[C:2]([F:1])[CH:11]=[C:10]([F:12])[CH:9]=1)=[N:14][OH:15]. The catalyst class is: 5.